From a dataset of Peptide-MHC class I binding affinity with 185,985 pairs from IEDB/IMGT. Regression. Given a peptide amino acid sequence and an MHC pseudo amino acid sequence, predict their binding affinity value. This is MHC class I binding data. The MHC is HLA-B40:13 with pseudo-sequence HLA-B40:13. The peptide sequence is FMYEGDTPL. The binding affinity (normalized) is 0.750.